From a dataset of Full USPTO retrosynthesis dataset with 1.9M reactions from patents (1976-2016). Predict the reactants needed to synthesize the given product. Given the product [NH2:5][C:6]1[CH:14]=[CH:13][C:9]2[O:10][CH2:11][O:12][C:8]=2[C:7]=1[S:15]([NH2:16])(=[O:18])=[O:17], predict the reactants needed to synthesize it. The reactants are: CC(C)(C)C([NH:5][C:6]1[CH:14]=[CH:13][C:9]2[O:10][CH2:11][O:12][C:8]=2[C:7]=1[S:15](=[O:18])(=[O:17])[NH2:16])=O.